From a dataset of Catalyst prediction with 721,799 reactions and 888 catalyst types from USPTO. Predict which catalyst facilitates the given reaction. (1) Reactant: [Si:1]([O:8][CH2:9][C:10]1[CH:11]=[CH:12][C:13](Cl)=[N:14][CH:15]=1)([C:4]([CH3:7])([CH3:6])[CH3:5])([CH3:3])[CH3:2].[NH:17]1[CH2:22][CH2:21][CH:20]([OH:23])[CH2:19][CH2:18]1.CC([O-])(C)C.[K+]. Product: [Si:1]([O:8][CH2:9][C:10]1[CH:11]=[CH:12][C:13]([N:17]2[CH2:22][CH2:21][CH:20]([OH:23])[CH2:19][CH2:18]2)=[N:14][CH:15]=1)([C:4]([CH3:7])([CH3:6])[CH3:5])([CH3:3])[CH3:2]. The catalyst class is: 733. (2) Reactant: [C:1]12([CH2:11][NH:12][C:13]3[CH:18]=[CH:17][C:16]([S:19]([NH:22][C:23]([C:25]4[CH:30]=[CH:29][C:28]([C:31]5[CH:36]=[CH:35][C:34]([F:37])=[CH:33][C:32]=5[NH:38][C:39](=[O:50])[CH2:40][CH2:41][NH:42]C(OC(C)(C)C)=O)=[CH:27][CH:26]=4)=[O:24])(=[O:21])=[O:20])=[CH:15][C:14]=3[N+:51]([O-:53])=[O:52])[CH2:10][CH:5]3[CH2:6][CH:7]([CH2:9][CH:3]([CH2:4]3)[CH2:2]1)[CH2:8]2.Cl. Product: [C:1]12([CH2:11][NH:12][C:13]3[CH:18]=[CH:17][C:16]([S:19]([NH:22][C:23]([C:25]4[CH:26]=[CH:27][C:28]([C:31]5[CH:36]=[CH:35][C:34]([F:37])=[CH:33][C:32]=5[NH:38][C:39](=[O:50])[CH2:40][CH2:41][NH2:42])=[CH:29][CH:30]=4)=[O:24])(=[O:20])=[O:21])=[CH:15][C:14]=3[N+:51]([O-:53])=[O:52])[CH2:10][CH:5]3[CH2:4][CH:3]([CH2:9][CH:7]([CH2:6]3)[CH2:8]1)[CH2:2]2. The catalyst class is: 269. (3) Reactant: [CH3:1][C:2]1[NH:6][N:5]=[C:4]([NH2:7])[CH:3]=1.C([O-])([O-])=O.[K+].[K+].Cl[CH2:15][C:16]([N:18]1[CH2:23][CH2:22][N:21]([C:24]2[CH:29]=[CH:28][C:27]([F:30])=[CH:26][CH:25]=2)[CH2:20][CH2:19]1)=[O:17].CN(C=O)C. Product: [NH2:7][C:4]1[CH:3]=[C:2]([CH3:1])[N:6]([CH2:15][C:16]([N:18]2[CH2:19][CH2:20][N:21]([C:24]3[CH:29]=[CH:28][C:27]([F:30])=[CH:26][CH:25]=3)[CH2:22][CH2:23]2)=[O:17])[N:5]=1. The catalyst class is: 195. (4) Reactant: F[C:2]1[CH:11]=[C:10]([C:12]2[N:17]=[C:16]3[N:18]([CH2:21][C:22]4[CH:23]=[C:24]5[C:29](=[CH:30][CH:31]=4)[N:28]=[CH:27][CH:26]=[CH:25]5)[N:19]=[N:20][C:15]3=[CH:14][CH:13]=2)[CH:9]=[CH:8][C:3]=1[C:4]([NH:6]C)=[O:5].[C:32](=O)([O-])[O-].[K+].[K+].CN(C=O)C. Product: [CH3:32][C:2]1[CH:11]=[C:10]([C:12]2[N:17]=[C:16]3[N:18]([CH2:21][C:22]4[CH:23]=[C:24]5[C:29](=[CH:30][CH:31]=4)[N:28]=[CH:27][CH:26]=[CH:25]5)[N:19]=[N:20][C:15]3=[CH:14][CH:13]=2)[CH:9]=[CH:8][C:3]=1[C:4]([NH2:6])=[O:5]. The catalyst class is: 690. (5) Reactant: C[O:2][C:3]([C:5]1[CH:10]=[CH:9][C:8]([CH:11]2[CH2:13][CH2:12]2)=[C:7]([NH:14][C:15]2[CH:20]=[CH:19][C:18]([Cl:21])=[CH:17][C:16]=2[Cl:22])[N:6]=1)=[O:4].O.[OH-].[Li+]. Product: [CH:11]1([C:8]2[CH:9]=[CH:10][C:5]([C:3]([OH:4])=[O:2])=[N:6][C:7]=2[NH:14][C:15]2[CH:20]=[CH:19][C:18]([Cl:21])=[CH:17][C:16]=2[Cl:22])[CH2:12][CH2:13]1. The catalyst class is: 20. (6) Reactant: [F:1][CH:2]([F:11])[C:3]1[S:7][C:6]([C:8]([OH:10])=O)=[CH:5][CH:4]=1.[C:12]([O:16][C:17]([N:19]1[CH2:23][CH2:22][CH2:21][C@@H:20]1[CH2:24][N:25]1[C:29]2[CH:30]=[CH:31][C:32]([C:34]([O:36][CH3:37])=[O:35])=[CH:33][C:28]=2[NH:27][C:26]1=[NH:38])=[O:18])([CH3:15])([CH3:14])[CH3:13].CCN(C(C)C)C(C)C. Product: [C:12]([O:16][C:17]([N:19]1[CH2:23][CH2:22][CH2:21][C@@H:20]1[CH2:24][N:25]1[C:29]2[CH:30]=[CH:31][C:32]([C:34]([O:36][CH3:37])=[O:35])=[CH:33][C:28]=2[N:27]=[C:26]1[NH:38][C:8]([C:6]1[S:7][C:3]([CH:2]([F:1])[F:11])=[CH:4][CH:5]=1)=[O:10])=[O:18])([CH3:15])([CH3:14])[CH3:13]. The catalyst class is: 3.